Predict which catalyst facilitates the given reaction. From a dataset of Catalyst prediction with 721,799 reactions and 888 catalyst types from USPTO. Reactant: [C:1]1([CH2:7][C:8]([C:10]2[CH:15]=[CH:14][C:13]([C:16]3([NH:20][C:21](=[O:27])[O:22][C:23]([CH3:26])([CH3:25])[CH3:24])[CH2:19][CH2:18][CH2:17]3)=[CH:12][CH:11]=2)=[O:9])[CH:6]=[CH:5][CH:4]=[CH:3][CH:2]=1.[BrH:28].[NH+]1C=CC=CC=1. Product: [Br:28][CH:7]([C:1]1[CH:6]=[CH:5][CH:4]=[CH:3][CH:2]=1)[C:8]([C:10]1[CH:15]=[CH:14][C:13]([C:16]2([NH:20][C:21](=[O:27])[O:22][C:23]([CH3:24])([CH3:26])[CH3:25])[CH2:19][CH2:18][CH2:17]2)=[CH:12][CH:11]=1)=[O:9]. The catalyst class is: 1.